Dataset: Catalyst prediction with 721,799 reactions and 888 catalyst types from USPTO. Task: Predict which catalyst facilitates the given reaction. (1) Reactant: [Cr](O[Cr]([O-])(=O)=O)([O-])(=O)=[O:2].[NH+]1C=CC=CC=1.[NH+]1C=CC=CC=1.[F:22][C:23]1[CH:24]=[C:25]([CH:37]=[CH:38][C:39]=1[F:40])[CH2:26][O:27][CH2:28][CH2:29][CH2:30][CH2:31][CH2:32][CH2:33][CH2:34][CH2:35][OH:36]. Product: [F:22][C:23]1[CH:24]=[C:25]([CH:37]=[CH:38][C:39]=1[F:40])[CH2:26][O:27][CH2:28][CH2:29][CH2:30][CH2:31][CH2:32][CH2:33][CH2:34][C:35]([OH:2])=[O:36]. The catalyst class is: 9. (2) Product: [C:1]([NH:5][S:6]([C:9]1[C:10]([C:15]2[CH:16]=[CH:17][C:18]([NH:21][CH2:22][C:23]3[CH:24]=[N:25][C:26]([CH3:32])=[C:27]([O:31][CH2:34][C:35]4[CH:40]=[CH:39][CH:38]=[C:37]([C:41]#[N:42])[CH:36]=4)[C:28]=3[CH2:29][OH:30])=[CH:19][CH:20]=2)=[CH:11][CH:12]=[CH:13][CH:14]=1)(=[O:8])=[O:7])([CH3:4])([CH3:3])[CH3:2]. Reactant: [C:1]([NH:5][S:6]([C:9]1[C:10]([C:15]2[CH:20]=[CH:19][C:18]([NH:21][CH2:22][C:23]3[CH:24]=[N:25][C:26]([CH3:32])=[C:27]([OH:31])[C:28]=3[CH2:29][OH:30])=[CH:17][CH:16]=2)=[CH:11][CH:12]=[CH:13][CH:14]=1)(=[O:8])=[O:7])([CH3:4])([CH3:3])[CH3:2].Br[CH2:34][C:35]1[CH:40]=[CH:39][CH:38]=[C:37]([C:41]#[N:42])[CH:36]=1.C(=O)([O-])[O-].[K+].[K+]. The catalyst class is: 3. (3) Reactant: O=[C:2]1[CH2:6][CH2:5][N:4]([C:7]([O:9][C:10]([CH3:13])([CH3:12])[CH3:11])=[O:8])[CH2:3]1.[CH:14]1([NH2:17])[CH2:16][CH2:15]1.C(O[BH-](OC(=O)C)OC(=O)C)(=O)C.[Na+]. Product: [CH:14]1([NH:17][CH:2]2[CH2:6][CH2:5][N:4]([C:7]([O:9][C:10]([CH3:13])([CH3:12])[CH3:11])=[O:8])[CH2:3]2)[CH2:16][CH2:15]1. The catalyst class is: 676. (4) Reactant: C(OC([N:11]1[CH2:16][CH2:15][CH:14]([C:17](=[O:33])[NH:18][C:19]2[CH:24]=[C:23]([C:25]3[CH:30]=[CH:29][CH:28]=[CH:27][C:26]=3[O:31][CH3:32])[N:22]=[CH:21][N:20]=2)[CH2:13][CH2:12]1)=O)C1C=CC=CC=1. Product: [CH3:32][O:31][C:26]1[CH:27]=[CH:28][CH:29]=[CH:30][C:25]=1[C:23]1[N:22]=[CH:21][N:20]=[C:19]([NH:18][C:17]([CH:14]2[CH2:15][CH2:16][NH:11][CH2:12][CH2:13]2)=[O:33])[CH:24]=1. The catalyst class is: 886. (5) Reactant: [Cl:1][C:2]1[CH:7]=[CH:6][C:5]([N:8]2[C:12]([CH2:13][CH:14]([CH3:16])[CH3:15])=[CH:11][CH:10]=[C:9]2C=O)=[C:4]([C:19](=[O:30])[C:20]2[CH:25]=[CH:24][CH:23]=[C:22]([O:26][CH3:27])[C:21]=2[O:28][CH3:29])[CH:3]=1.CN(C)[CH:33]=[O:34]. Product: [Cl:1][C:2]1[CH:7]=[CH:6][C:5]([N:8]2[C:12]([CH2:13][CH:14]([CH3:15])[CH3:16])=[CH:11][CH:10]=[C:9]2[CH:20]=[CH:21][C:22]([O:34][CH3:33])=[O:26])=[C:4]([C:19](=[O:30])[C:20]2[CH:25]=[CH:24][CH:23]=[C:22]([O:26][CH3:27])[C:21]=2[O:28][CH3:29])[CH:3]=1. The catalyst class is: 13. (6) Reactant: [C:1](#[N:3])[CH3:2].C([Li])CCC.[Br:9][C:10]1[CH:15]=[C:14]([O:16][CH3:17])[C:13]([O:18][CH3:19])=[CH:12][C:11]=1[CH2:20]Br.O. Product: [Br:9][C:10]1[CH:15]=[C:14]([O:16][CH3:17])[C:13]([O:18][CH3:19])=[CH:12][C:11]=1[CH2:20][CH2:2][C:1]#[N:3]. The catalyst class is: 1.